From a dataset of Forward reaction prediction with 1.9M reactions from USPTO patents (1976-2016). Predict the product of the given reaction. Given the reactants [CH3:1][C:2]1[C:10]2[C:9](=[O:11])[O:8][C:7](=[O:12])[NH:6][C:5]=2[S:4][CH:3]=1.[CH2:13](N1C2SC=CC=2C(=O)OC1=O)[C:14]1[CH:19]=[CH:18][CH:17]=[CH:16][CH:15]=1, predict the reaction product. The product is: [CH2:13]([N:6]1[C:5]2[S:4][CH:3]=[C:2]([CH3:1])[C:10]=2[C:9](=[O:11])[O:8][C:7]1=[O:12])[C:14]1[CH:19]=[CH:18][CH:17]=[CH:16][CH:15]=1.